Dataset: Peptide-MHC class II binding affinity with 134,281 pairs from IEDB. Task: Regression. Given a peptide amino acid sequence and an MHC pseudo amino acid sequence, predict their binding affinity value. This is MHC class II binding data. (1) The peptide sequence is KRWIILGLNKIVRMY. The MHC is DRB1_0101 with pseudo-sequence DRB1_0101. The binding affinity (normalized) is 0.867. (2) The peptide sequence is TLGSTSADEVQRMMA. The MHC is HLA-DPA10201-DPB11401 with pseudo-sequence HLA-DPA10201-DPB11401. The binding affinity (normalized) is 0.0533. (3) The peptide sequence is YDKFLANVSTVQTGK. The MHC is DRB1_0405 with pseudo-sequence DRB1_0405. The binding affinity (normalized) is 0.660. (4) The peptide sequence is ADEEQQQALSSQMGF. The MHC is HLA-DPA10103-DPB10201 with pseudo-sequence HLA-DPA10103-DPB10201. The binding affinity (normalized) is 0. (5) The peptide sequence is EEQYNSTYRVVSVLTVLHQDW. The MHC is DRB1_0301 with pseudo-sequence DRB1_0301. The binding affinity (normalized) is 0.226. (6) The peptide sequence is ISAYTPWAILPSVVGFWI. The MHC is DRB4_0101 with pseudo-sequence DRB4_0103. The binding affinity (normalized) is 0.117. (7) The peptide sequence is EELRSLYNTVATLYCVH. The MHC is DRB3_0202 with pseudo-sequence DRB3_0202. The binding affinity (normalized) is 0.216.